Dataset: NCI-60 drug combinations with 297,098 pairs across 59 cell lines. Task: Regression. Given two drug SMILES strings and cell line genomic features, predict the synergy score measuring deviation from expected non-interaction effect. (1) Drug 1: CCCCC(=O)OCC(=O)C1(CC(C2=C(C1)C(=C3C(=C2O)C(=O)C4=C(C3=O)C=CC=C4OC)O)OC5CC(C(C(O5)C)O)NC(=O)C(F)(F)F)O. Drug 2: C(CN)CNCCSP(=O)(O)O. Cell line: UACC-257. Synergy scores: CSS=64.0, Synergy_ZIP=2.34, Synergy_Bliss=-0.419, Synergy_Loewe=-35.5, Synergy_HSA=-0.644. (2) Drug 1: C1CNP(=O)(OC1)N(CCCl)CCCl. Drug 2: CC(C)CN1C=NC2=C1C3=CC=CC=C3N=C2N. Cell line: COLO 205. Synergy scores: CSS=6.15, Synergy_ZIP=-0.221, Synergy_Bliss=3.86, Synergy_Loewe=1.34, Synergy_HSA=-0.626.